Dataset: Reaction yield outcomes from USPTO patents with 853,638 reactions. Task: Predict the reaction yield, written as a fraction of the theoretical maximum amount of product (1.0 means a 100% yield; for example, 0.34 means a 34% yield). (1) The reactants are [C:1]([O:5][C:6]([N:8]1[C@@H:12]([C@H:13]([OH:20])[C:14]2[CH:15]=[N:16][CH:17]=[CH:18][CH:19]=2)[CH2:11][CH2:10][C@H:9]1[CH2:21][C:22]1[CH:30]=[CH:29][C:25]([C:26](O)=[O:27])=[CH:24][CH:23]=1)=[O:7])([CH3:4])([CH3:3])[CH3:2].[N:31]1([CH:36]2[CH2:41][CH2:40]NC[CH2:37]2)[CH:35]=[CH:34][CH:33]=[N:32]1.C1C=[N:46][C:45]2N(O)N=NC=2C=1.C(Cl)CCl.CCN(C(C)C)C(C)C. The catalyst is CN(C=O)C. The product is [OH:20][C@H:13]([C:14]1[CH:15]=[N:16][CH:17]=[CH:18][CH:19]=1)[C@H:12]1[CH2:11][CH2:10][C@@H:9]([CH2:21][C:22]2[CH:23]=[CH:24][C:25]([C:26]([N:46]3[CH2:37][CH:36]([N:31]4[CH:35]=[CH:34][CH:33]=[N:32]4)[CH2:41][CH2:40][CH2:45]3)=[O:27])=[CH:29][CH:30]=2)[N:8]1[C:6]([O:5][C:1]([CH3:2])([CH3:4])[CH3:3])=[O:7]. The yield is 0.750. (2) The reactants are CS(Cl)(=O)=O.[Br:6][C:7]1[CH:8]=[CH:9][C:10]([N:15]2[CH2:20][CH2:19][CH2:18][CH2:17][CH:16]2[CH3:21])=[C:11]([CH2:13][OH:14])[CH:12]=1.[CH3:22]CN(C(C)C)C(C)C.CCOCC. The catalyst is C(Cl)Cl.CO. The product is [Br:6][C:7]1[CH:8]=[CH:9][C:10]([N:15]2[CH2:20][CH2:19][CH2:18][CH2:17][CH:16]2[CH3:21])=[C:11]([CH2:13][O:14][CH3:22])[CH:12]=1. The yield is 0.920. (3) The reactants are [Cl:1][C:2]1[CH:25]=[C:24]([Cl:26])[CH:23]=[CH:22][C:3]=1[CH:4]([O:12][CH:13]1[CH2:18][CH2:17][N:16]([C:19](Cl)=[O:20])[CH2:15][CH2:14]1)[C:5]1[CH:10]=[CH:9][C:8]([Cl:11])=[CH:7][CH:6]=1.[CH3:27][NH:28][CH2:29][C:30]1[CH:35]=[CH:34][CH:33]=[CH:32][CH:31]=1. The catalyst is ClCCl. The product is [Cl:1][C:2]1[CH:25]=[C:24]([Cl:26])[CH:23]=[CH:22][C:3]=1[CH:4]([O:12][CH:13]1[CH2:14][CH2:15][N:16]([C:19]([N:28]([CH3:27])[CH2:29][C:30]2[CH:35]=[CH:34][CH:33]=[CH:32][CH:31]=2)=[O:20])[CH2:17][CH2:18]1)[C:5]1[CH:6]=[CH:7][C:8]([Cl:11])=[CH:9][CH:10]=1. The yield is 0.750.